From a dataset of Plasma protein binding rate (PPBR) regression data from AstraZeneca. Regression/Classification. Given a drug SMILES string, predict its absorption, distribution, metabolism, or excretion properties. Task type varies by dataset: regression for continuous measurements (e.g., permeability, clearance, half-life) or binary classification for categorical outcomes (e.g., BBB penetration, CYP inhibition). For this dataset (ppbr_az), we predict Y. (1) The molecule is O=C(O)[C@@H](c1ccc(OCc2ccc3ccccc3n2)cc1)C1CCCC1. The Y is 99.8 %. (2) The drug is C[C@H]1CN(C(=O)[C@@H]2CN(C(C)(C)C)C[C@H]2c2ccc(F)cc2F)C[C@@H](C)[C@]1(O)c1ccccc1. The Y is 76.8 %. (3) The molecule is CNc1c(Br)cnc2[nH]c(-c3ccc(OCCN4CCN(C)CC4)cc3)nc12. The Y is 96.2 %. (4) The compound is COc1cc(O)c(C(CC(=O)N2CC(C)CC(C)C2)c2ccc3c(c2)OCO3)c(OC)c1. The Y is 99.8 %. (5) The molecule is Cc1ccc(-c2cc(C(=O)NCc3cn(C)nc3C)c3cc(Br)ccc3n2)cc1. The Y is 99.4 %. (6) The Y is 99.8 %. The molecule is CC#Cc1cncc(-c2cccc(C3(c4cc(C)c(OC)c(C)c4)N=C(C)C(N)=N3)c2)c1. (7) The drug is Cc1ccc(CO)cc1N(C)c1ccnc(Nc2cc(N3CCOCC3)cc(N3CCOCC3)c2)n1. The Y is 91.8 %.